Dataset: hERG potassium channel inhibition data for cardiac toxicity prediction from Karim et al.. Task: Regression/Classification. Given a drug SMILES string, predict its toxicity properties. Task type varies by dataset: regression for continuous values (e.g., LD50, hERG inhibition percentage) or binary classification for toxic/non-toxic outcomes (e.g., AMES mutagenicity, cardiotoxicity, hepatotoxicity). Dataset: herg_karim. (1) The molecule is NC1Cn2c(nc3cnccc32)CC1c1cc(F)c(F)cc1F. The result is 0 (non-blocker). (2) The compound is CS(=O)(=O)Nc1cccc(-c2cc(F)ccc2CC(c2cccnc2)c2cccnc2)c1. The result is 1 (blocker). (3) The drug is O=C(CO)N1CCc2nc(-c3ccc(OC4CC(N5CCCCC5)C4)cc3)sc2C1. The result is 0 (non-blocker). (4) The result is 0 (non-blocker). The molecule is C[C@@H]1COc2c(N3CC[N+](C)CC3)c(F)cc3c(=O)c(C(=O)[O-])cn1c23. (5) The molecule is COc1cc(N)c(Cl)cc1C(=O)N[C@H]1CCN(CCCOc2ccc(F)cc2)C[C@H]1OC. The result is 1 (blocker). (6) The compound is COc1ccc(CC[N+](C)CCCN(C(=O)c2ccc([N+](=O)[O-])cc2)c2ccc(OC)c(OC)c2)cc1OC. The result is 1 (blocker). (7) The compound is NC(=O)c1ccc(N[C@H]2CCCNC2)c2cc(-c3cccc(F)c3)[nH]c12. The result is 1 (blocker).